Dataset: Full USPTO retrosynthesis dataset with 1.9M reactions from patents (1976-2016). Task: Predict the reactants needed to synthesize the given product. (1) Given the product [C:17]([O:1][C:2]1[CH:11]=[C:10]2[C:5]([C:6](=[O:12])[NH:7][CH:8]=[N:9]2)=[C:4]([O:13][CH:14]([CH3:16])[CH3:15])[CH:3]=1)(=[O:19])[CH3:18], predict the reactants needed to synthesize it. The reactants are: [OH:1][C:2]1[CH:11]=[C:10]2[C:5]([C:6](=[O:12])[NH:7][CH:8]=[N:9]2)=[C:4]([O:13][CH:14]([CH3:16])[CH3:15])[CH:3]=1.[C:17](OC(=O)C)(=[O:19])[CH3:18]. (2) Given the product [CH2:1]([O:3][C:4](=[O:30])[CH2:5][N:6]1[C:14]2[CH2:13][CH2:12][CH2:11][C@@H:10]([NH:15][S:16]([C:19]3[CH:24]=[C:23]([C:25]([F:28])([F:27])[F:26])[CH:22]=[C:21]([C:32]([CH3:33])=[CH2:31])[CH:20]=3)(=[O:18])=[O:17])[C:9]=2[CH:8]=[N:7]1)[CH3:2], predict the reactants needed to synthesize it. The reactants are: [CH2:1]([O:3][C:4](=[O:30])[CH2:5][N:6]1[C:14]2[CH2:13][CH2:12][CH2:11][C@@H:10]([NH:15][S:16]([C:19]3[CH:24]=[C:23]([C:25]([F:28])([F:27])[F:26])[CH:22]=[C:21](Br)[CH:20]=3)(=[O:18])=[O:17])[C:9]=2[CH:8]=[N:7]1)[CH3:2].[CH3:31][C:32](C)([O-])[CH3:33].[K+].C(B1OC(C)(C)C(C)(C)O1)(C)=C.[Cl-].[NH4+]. (3) The reactants are: [NH:1]1[C@H:6]([C:7]([O:9]C)=O)[CH2:5][CH2:4][CH2:3][C@@H:2]1[C:11]([O:13][CH3:14])=[O:12].[C:15]([O-:18])([O-])=O.[Na+].[Na+].BrCC(Cl)=O.C[C:27]#[N:28]. Given the product [O:9]=[C:7]1[NH:28][CH2:27][C:15](=[O:18])[N:1]2[C@@H:2]([C:11]([O:13][CH3:14])=[O:12])[CH2:3][CH2:4][CH2:5][C@@H:6]12, predict the reactants needed to synthesize it. (4) Given the product [OH:26][C:23]1[N:22]=[CH:21][C:20]([NH:19][C:6](=[O:7])[C:5]2[CH:9]=[CH:10][CH:11]=[C:3]([O:2][CH3:1])[CH:4]=2)=[CH:25][CH:24]=1, predict the reactants needed to synthesize it. The reactants are: [CH3:1][O:2][C:3]1[CH:4]=[C:5]([CH:9]=[CH:10][CH:11]=1)[C:6](Cl)=[O:7].ClC1C=CC(C([NH:19][C:20]2[CH:21]=[N:22][C:23]([OH:26])=[CH:24][CH:25]=2)=O)=CC=1.